From a dataset of Catalyst prediction with 721,799 reactions and 888 catalyst types from USPTO. Predict which catalyst facilitates the given reaction. Reactant: C(=O)([O-])[O-].[Cs+].[Cs+].[CH2:7]([O:14][C:15]1[CH:20]=[C:19]([O:21][CH2:22][C:23]2[CH:28]=[CH:27][CH:26]=[CH:25][CH:24]=2)[C:18]([Cl:29])=[CH:17][C:16]=1[C:30](=[O:33])[CH2:31]Br)[C:8]1[CH:13]=[CH:12][CH:11]=[CH:10][CH:9]=1.[C:34]([O:38][C:39]([N:41]1[CH2:46][CH2:45][NH:44][CH2:43][CH2:42]1)=[O:40])([CH3:37])([CH3:36])[CH3:35]. Product: [C:34]([O:38][C:39]([N:41]1[CH2:46][CH2:45][N:44]([CH2:31][C:30]([C:16]2[CH:17]=[C:18]([Cl:29])[C:19]([O:21][CH2:22][C:23]3[CH:28]=[CH:27][CH:26]=[CH:25][CH:24]=3)=[CH:20][C:15]=2[O:14][CH2:7][C:8]2[CH:13]=[CH:12][CH:11]=[CH:10][CH:9]=2)=[O:33])[CH2:43][CH2:42]1)=[O:40])([CH3:37])([CH3:35])[CH3:36]. The catalyst class is: 9.